Dataset: Peptide-MHC class II binding affinity with 134,281 pairs from IEDB. Task: Regression. Given a peptide amino acid sequence and an MHC pseudo amino acid sequence, predict their binding affinity value. This is MHC class II binding data. (1) The peptide sequence is EKKYFAATGFEPLAA. The MHC is HLA-DPA10201-DPB11401 with pseudo-sequence HLA-DPA10201-DPB11401. The binding affinity (normalized) is 0.768. (2) The peptide sequence is VMHYKPPSSLIGDCA. The MHC is DRB1_0101 with pseudo-sequence DRB1_0101. The binding affinity (normalized) is 0.218.